Dataset: Forward reaction prediction with 1.9M reactions from USPTO patents (1976-2016). Task: Predict the product of the given reaction. (1) Given the reactants [Si]([O:18][CH2:19][C@H:20]1[O:24][C@@H:23]([N:25]2[CH:32]=[C:31]([CH3:33])[C:29](=[O:30])[NH:28][C:26]2=[O:27])[C@H:22]([O:34][CH2:35][CH2:36][O:37][CH3:38])[C@@H:21]1[OH:39])(C(C)(C)C)(C1C=CC=CC=1)C1C=CC=CC=1.CCCC[N+](CCCC)(CCCC)CCCC.[F-], predict the reaction product. The product is: [CH3:38][O:37][CH2:36][CH2:35][O:34][C@@H:22]1[C@H:21]([OH:39])[C@@H:20]([CH2:19][OH:18])[O:24][C@H:23]1[N:25]1[CH:32]=[C:31]([CH3:33])[C:29](=[O:30])[NH:28][C:26]1=[O:27]. (2) Given the reactants [C:1]([O:5][C:6]([NH:8][C:9]1[CH:13]=[CH:12][S:11][CH:10]=1)=[O:7])([CH3:4])([CH3:3])[CH3:2].[I:14]N1C(=O)CCC1=O.CCCCCC.CCOC(C)=O, predict the reaction product. The product is: [C:1]([O:5][C:6]([NH:8][C:9]1[CH:13]=[CH:12][S:11][C:10]=1[I:14])=[O:7])([CH3:4])([CH3:2])[CH3:3]. (3) Given the reactants [O:1]=[C:2]1[NH:7][C:6]2[N:8]=[CH:9][CH:10]=[CH:11][C:5]=2[CH2:4][N:3]1[CH2:12][CH:13]1[CH2:18][CH2:17][N:16]([C:19]([O:21][C:22]([CH3:25])([CH3:24])[CH3:23])=[O:20])[CH2:15][CH2:14]1.I[C:27]1[CH:32]=[CH:31][N:30]=[C:29]([C:33]#[N:34])[CH:28]=1.P([O-])([O-])([O-])=O.[K+].[K+].[K+].ClCCl.CO, predict the reaction product. The product is: [C:33]([C:29]1[CH:28]=[C:27]([N:7]2[C:6]3[N:8]=[CH:9][CH:10]=[CH:11][C:5]=3[CH2:4][N:3]([CH2:12][CH:13]3[CH2:14][CH2:15][N:16]([C:19]([O:21][C:22]([CH3:25])([CH3:24])[CH3:23])=[O:20])[CH2:17][CH2:18]3)[C:2]2=[O:1])[CH:32]=[CH:31][N:30]=1)#[N:34]. (4) Given the reactants C([N:8]1[CH2:13][CH2:12][CH:11]([N:14]2[CH2:19][CH2:18][N:17]([C:20](=[O:54])[C@H:21]([NH:33][C:34]([N:36]3[CH2:41][CH2:40][CH:39]([N:42]4[CH2:48][CH2:47][C:46]5[CH:49]=[CH:50][CH:51]=[CH:52][C:45]=5[NH:44][C:43]4=[O:53])[CH2:38][CH2:37]3)=[O:35])[CH2:22][C:23]3[CH:32]=[CH:31][C:30]4[CH2:29][CH2:28][CH2:27][CH2:26][C:25]=4[CH:24]=3)[CH2:16][CH2:15]2)[CH2:10][CH2:9]1)C1C=CC=CC=1.[H][H], predict the reaction product. The product is: [O:54]=[C:20]([N:17]1[CH2:18][CH2:19][N:14]([CH:11]2[CH2:12][CH2:13][NH:8][CH2:9][CH2:10]2)[CH2:15][CH2:16]1)[C@H:21]([NH:33][C:34]([N:36]1[CH2:37][CH2:38][CH:39]([N:42]2[CH2:48][CH2:47][C:46]3[CH:49]=[CH:50][CH:51]=[CH:52][C:45]=3[NH:44][C:43]2=[O:53])[CH2:40][CH2:41]1)=[O:35])[CH2:22][C:23]1[CH:32]=[CH:31][C:30]2[CH2:29][CH2:28][CH2:27][CH2:26][C:25]=2[CH:24]=1. (5) Given the reactants Br[C:2]1[C:3]([C:10]2[CH:18]=[CH:17][C:13]([N:14]([CH3:16])[CH3:15])=[CH:12][CH:11]=2)=[N:4][C:5]([O:8][CH3:9])=[CH:6][CH:7]=1.[N:19]1([C:25]([O:27][C:28]([CH3:31])([CH3:30])[CH3:29])=[O:26])[CH2:24][CH2:23][NH:22][CH2:21][CH2:20]1.C1C=CC(P(C2C(C3C(P(C4C=CC=CC=4)C4C=CC=CC=4)=CC=C4C=3C=CC=C4)=C3C(C=CC=C3)=CC=2)C2C=CC=CC=2)=CC=1.CC(C)([O-])C.[Na+], predict the reaction product. The product is: [CH3:15][N:14]([CH3:16])[C:13]1[CH:17]=[CH:18][C:10]([C:3]2[C:2]([N:22]3[CH2:21][CH2:20][N:19]([C:25]([O:27][C:28]([CH3:31])([CH3:30])[CH3:29])=[O:26])[CH2:24][CH2:23]3)=[CH:7][CH:6]=[C:5]([O:8][CH3:9])[N:4]=2)=[CH:11][CH:12]=1. (6) Given the reactants [CH2:1]([O:3][C:4]1[CH:28]=[C:27]([F:29])[C:7]([CH2:8][N:9]2[C:17]3[C:12](=[CH:13][CH:14]=[CH:15][CH:16]=3)[C:11]([C:18]3[N:23]=[C:22]([NH2:24])[C:21]([O:25][CH3:26])=[CH:20][N:19]=3)=[N:10]2)=[C:6]([F:30])[CH:5]=1)[CH3:2].[C:31]([O:35][C:36]([N:38]1[CH:42]=[C:41](B(O)O)[CH:40]=[N:39]1)=[O:37])([CH3:34])([CH3:33])[CH3:32].C(N(CC)CC)C, predict the reaction product. The product is: [CH2:1]([O:3][C:4]1[CH:5]=[C:6]([F:30])[C:7]([CH2:8][N:9]2[C:17]3[C:12](=[CH:13][CH:14]=[CH:15][CH:16]=3)[C:11]([C:18]3[N:23]=[C:22]([NH:24][C:41]4[CH:40]=[N:39][N:38]([C:36]([O:35][C:31]([CH3:34])([CH3:33])[CH3:32])=[O:37])[CH:42]=4)[C:21]([O:25][CH3:26])=[CH:20][N:19]=3)=[N:10]2)=[C:27]([F:29])[CH:28]=1)[CH3:2].